The task is: Predict the reaction yield, written as a fraction of the theoretical maximum amount of product (1.0 means a 100% yield; for example, 0.34 means a 34% yield).. This data is from Reaction yield outcomes from USPTO patents with 853,638 reactions. (1) The reactants are [CH2:1]([N:8]1[CH2:31][CH:30]([C:32]2[NH:33][CH:34]=[CH:35][N:36]=2)[O:29][C:10]2([CH2:15][CH2:14][N:13]([C:16]([C:18]3[CH:23]=[CH:22][C:21]([O:24][CH:25]([CH3:27])[CH3:26])=[C:20]([CH3:28])[CH:19]=3)=[O:17])[CH2:12][CH2:11]2)[CH2:9]1)[C:2]1[CH:7]=[CH:6][CH:5]=[CH:4][CH:3]=1.[CH3:37]N(C=O)C.[H-].[Na+].CI. The catalyst is C1COCC1. The product is [CH2:1]([N:8]1[CH2:31][CH:30]([C:32]2[N:36]([CH3:37])[CH:35]=[CH:34][N:33]=2)[O:29][C:10]2([CH2:15][CH2:14][N:13]([C:16]([C:18]3[CH:23]=[CH:22][C:21]([O:24][CH:25]([CH3:26])[CH3:27])=[C:20]([CH3:28])[CH:19]=3)=[O:17])[CH2:12][CH2:11]2)[CH2:9]1)[C:2]1[CH:7]=[CH:6][CH:5]=[CH:4][CH:3]=1. The yield is 0.860. (2) The product is [Br:26][C:23]1[CH:22]=[C:21]([C:27]2[O:31][N:30]=[C:29]([C:32]([NH:12][CH2:11][C:10]3[CH:13]=[CH:14][CH:15]=[C:8]([O:7][C:6]([F:16])([F:17])[F:5])[CH:9]=3)=[O:33])[N:28]=2)[CH:20]=[C:19]([Br:18])[C:24]=1[OH:25]. The yield is 0.620. The reactants are C[Al](C)C.[F:5][C:6]([F:17])([F:16])[O:7][C:8]1[CH:9]=[C:10]([CH:13]=[CH:14][CH:15]=1)[CH2:11][NH2:12].[Br:18][C:19]1[CH:20]=[C:21]([C:27]2[O:31][N:30]=[C:29]([C:32](OCC)=[O:33])[N:28]=2)[CH:22]=[C:23]([Br:26])[C:24]=1[OH:25].O. The catalyst is CCCCCC.C(Cl)(Cl)Cl. (3) The reactants are [CH:1]1([NH2:4])[CH2:3][CH2:2]1.[O-2].[Ca+2].Cl[C:8]1[N:24]=[CH:23][CH:22]=[CH:21][C:9]=1[C:10]([NH:12][C:13]1[C:14]([Cl:20])=[N:15][CH:16]=[CH:17][C:18]=1[CH3:19])=[O:11]. The catalyst is C1(C)C(C)=CC=CC=1.C(OCC)(=O)C. The product is [Cl:20][C:14]1[C:13]([NH:12][C:10](=[O:11])[C:9]2[CH:21]=[CH:22][CH:23]=[N:24][C:8]=2[NH:4][CH:1]2[CH2:3][CH2:2]2)=[C:18]([CH3:19])[CH:17]=[CH:16][N:15]=1. The yield is 0.790.